This data is from NCI-60 drug combinations with 297,098 pairs across 59 cell lines. The task is: Regression. Given two drug SMILES strings and cell line genomic features, predict the synergy score measuring deviation from expected non-interaction effect. (1) Drug 1: C1CC(=O)NC(=O)C1N2CC3=C(C2=O)C=CC=C3N. Drug 2: CCCCCOC(=O)NC1=NC(=O)N(C=C1F)C2C(C(C(O2)C)O)O. Cell line: T-47D. Synergy scores: CSS=2.96, Synergy_ZIP=-0.933, Synergy_Bliss=-0.113, Synergy_Loewe=-0.392, Synergy_HSA=-0.108. (2) Drug 1: CCC1(CC2CC(C3=C(CCN(C2)C1)C4=CC=CC=C4N3)(C5=C(C=C6C(=C5)C78CCN9C7C(C=CC9)(C(C(C8N6C=O)(C(=O)OC)O)OC(=O)C)CC)OC)C(=O)OC)O.OS(=O)(=O)O. Drug 2: C1=NC(=NC(=O)N1C2C(C(C(O2)CO)O)O)N. Cell line: SK-MEL-28. Synergy scores: CSS=20.4, Synergy_ZIP=-10.3, Synergy_Bliss=-5.45, Synergy_Loewe=-24.5, Synergy_HSA=-6.12.